Dataset: Retrosynthesis with 50K atom-mapped reactions and 10 reaction types from USPTO. Task: Predict the reactants needed to synthesize the given product. (1) The reactants are: COC(=O)CBr.c1cc(-c2cn[nH]c2)n2nc(Nc3ccc(OCCN4CCCC4)cc3)nc2c1. Given the product COC(=O)Cn1cc(-c2cccc3nc(Nc4ccc(OCCN5CCCC5)cc4)nn23)cn1, predict the reactants needed to synthesize it. (2) Given the product CCOC(=O)c1nc2c(NCc3c(C)cccc3C)cc(C)cn2c1C, predict the reactants needed to synthesize it. The reactants are: CCOC(=O)c1nc2c(N)cc(C)cn2c1C.Cc1cccc(C)c1CCl. (3) Given the product CS(=O)(=O)OCCC1CCCC1, predict the reactants needed to synthesize it. The reactants are: CS(=O)(=O)Cl.OCCC1CCCC1. (4) Given the product CNC(=S)C1c2cc([N+](=O)[O-])ccc2OC2(CCOCC2)C1O, predict the reactants needed to synthesize it. The reactants are: CNC(=S)C1=C(O)C2(CCOCC2)Oc2ccc([N+](=O)[O-])cc21.